The task is: Predict the reaction yield, written as a fraction of the theoretical maximum amount of product (1.0 means a 100% yield; for example, 0.34 means a 34% yield).. This data is from Reaction yield outcomes from USPTO patents with 853,638 reactions. (1) The reactants are [CH3:1][N:2]([C:8]([O:10][C:11]([CH3:14])([CH3:13])[CH3:12])=[O:9])[O:3][CH2:4][CH:5]([OH:7])[CH3:6].[C:15]1(=[O:21])[O:20][C:18](=[O:19])[CH2:17][CH2:16]1.[Cl-].[NH4+]. The catalyst is ClCCl.CN(C1C=CN=CC=1)C. The product is [CH3:14][C:11]([CH3:13])([O:10][C:8](=[O:9])[N:2]([CH3:1])[O:3][CH2:4][CH:5]([CH3:6])[O:7][C:15](=[O:21])[CH2:16][CH2:17][C:18]([OH:20])=[O:19])[CH3:12]. The yield is 0.670. (2) The reactants are [CH:1]([O:8][CH2:9][CH3:10])([O:5]CC)OCC.C(OC(=O)C)(=O)C.C([O:20][C:21](=O)[CH:22]([CH3:31])[C:23](=[O:30])[CH2:24][C:25](OCC)=O)C.[CH3:33][NH2:34]. The catalyst is C(OCC)C.O. The product is [CH2:9]([O:8][C:1]([C:24]1[C:23]([OH:30])=[C:22]([CH3:31])[C:21](=[O:20])[N:34]([CH3:33])[CH:25]=1)=[O:5])[CH3:10]. The yield is 0.550.